From a dataset of Drug-target binding data from BindingDB using IC50 measurements. Regression. Given a target protein amino acid sequence and a drug SMILES string, predict the binding affinity score between them. We predict pIC50 (pIC50 = -log10(IC50 in M); higher means more potent). Dataset: bindingdb_ic50. The compound is Nc1ncnc2c1c(C#Cc1cccc3c1S(=O)(=O)CC3)cn2[C@@H]1C[C@H](CNS(N)(=O)=O)[C@@H](O)[C@H]1O. The target protein (Q969M7) has sequence MLTLASKLKRDDGLKGSRTAATASDSTRRVSVRDKLLVKEVAELEANLPCTCKVHFPDPNKLHCFQLTVTPDEGYYQGGKFQFETEVPDAYNMVPPKVKCLTKIWHPNITETGEICLSLLREHSIDGTGWAPTRTLKDVVWGLNSLFTDLLNFDDPLNIEAAEHHLRDKEDFRNKVDDYIKRYAR. The pIC50 is 8.4.